Dataset: Reaction yield outcomes from USPTO patents with 853,638 reactions. Task: Predict the reaction yield, written as a fraction of the theoretical maximum amount of product (1.0 means a 100% yield; for example, 0.34 means a 34% yield). The reactants are [F:1][C:2]1[CH:3]=[C:4]([C:12]2[C:13]3[O:20][C:19](/[CH:21]=[C:22]4/[C:23](=[O:28])[NH:24][C:25](=[S:27])[S:26]/4)=[CH:18][C:14]=3[CH:15]=[N:16][CH:17]=2)[CH:5]=[CH:6][C:7]=1[O:8][CH:9]([CH3:11])[CH3:10].IC.[CH:31](N(C(C)C)CC)(C)C. The catalyst is O1CCCC1.CO. The product is [F:1][C:2]1[CH:3]=[C:4]([C:12]2[C:13]3[O:20][C:19](/[CH:21]=[C:22]4/[C:23](=[O:28])[N:24]=[C:25]([S:27][CH3:31])[S:26]/4)=[CH:18][C:14]=3[CH:15]=[N:16][CH:17]=2)[CH:5]=[CH:6][C:7]=1[O:8][CH:9]([CH3:10])[CH3:11]. The yield is 0.930.